Predict hERG channel inhibition at various concentrations. From a dataset of hERG Central: cardiac toxicity at 1µM, 10µM, and general inhibition. (1) The molecule is Cl.O=C(COc1ccc(Cl)cc1)N(c1ccc(Cl)cc1)C1CN2CCC1CC2. Results: hERG_inhib (hERG inhibition (general)): blocker. (2) Results: hERG_inhib (hERG inhibition (general)): blocker. The drug is O=C(NNC(=O)c1cccc(S(=O)(=O)N2CCN(c3ccccc3)CC2)c1)c1ccc(Cl)cc1. (3) The drug is O=C(CN1CCN(S(=O)(=O)c2ccccc2C(F)(F)F)CC1)NCc1cccs1. Results: hERG_inhib (hERG inhibition (general)): blocker. (4) The compound is COc1ccc(CCC(=O)Nc2nc3ccccc3[nH]2)cc1OC. Results: hERG_inhib (hERG inhibition (general)): blocker. (5) The molecule is Cc1ccc(S(=O)(=O)N2CCN(c3nc(CN4CCCC4)nc4sc(C)c(C)c34)CC2)cc1. Results: hERG_inhib (hERG inhibition (general)): blocker.